The task is: Predict which catalyst facilitates the given reaction.. This data is from Catalyst prediction with 721,799 reactions and 888 catalyst types from USPTO. (1) Reactant: CN(C)/[CH:3]=[CH:4]/[C:5]([C:7]1[O:8][C:9]2[CH:16]=[CH:15][CH:14]=[CH:13][C:10]=2[C:11]=1[CH3:12])=O.Cl.[NH2:19][C:20]([NH2:22])=[NH:21].C([O-])([O-])=O.[K+].[K+]. Product: [CH3:12][C:11]1[C:10]2[CH:13]=[CH:14][CH:15]=[CH:16][C:9]=2[O:8][C:7]=1[C:5]1[CH:4]=[CH:3][N:19]=[C:20]([NH2:22])[N:21]=1. The catalyst class is: 141. (2) Reactant: [C:1]([C:5]1[CH:6]=[C:7]([CH3:10])[CH2:8][CH:9]=1)([CH3:4])([CH3:3])[CH3:2].C([Li])CCC.CCCCCC.CN(C)P(N(C)C)(N(C)C)=O.[C:33]([C:41]1[CH:46]=[CH:45][CH:44]=[CH:43][CH:42]=1)(=O)[C:34]1[CH:39]=[CH:38][CH:37]=[CH:36][CH:35]=1.Cl. Product: [C:1]([C:5]1[CH:6]=[C:7]([CH3:10])[C:8](=[C:33]([C:41]2[CH:46]=[CH:45][CH:44]=[CH:43][CH:42]=2)[C:34]2[CH:39]=[CH:38][CH:37]=[CH:36][CH:35]=2)[CH:9]=1)([CH3:4])([CH3:3])[CH3:2]. The catalyst class is: 305.